Dataset: Forward reaction prediction with 1.9M reactions from USPTO patents (1976-2016). Task: Predict the product of the given reaction. (1) Given the reactants [CH3:1][O:2][C:3]1[CH:8]=[C:7]([N+:9]([O-:11])=[O:10])[CH:6]=[CH:5][C:4]=1[N:12]1[CH2:17][CH2:16][NH:15][C:14]([CH3:19])([CH3:18])[CH2:13]1.C([BH3-])#N.[Na+].[O:24]1[CH2:27][C:26](=O)[CH2:25]1, predict the reaction product. The product is: [CH3:1][O:2][C:3]1[CH:8]=[C:7]([N+:9]([O-:11])=[O:10])[CH:6]=[CH:5][C:4]=1[N:12]1[CH2:17][CH2:16][N:15]([CH:26]2[CH2:27][O:24][CH2:25]2)[C:14]([CH3:19])([CH3:18])[CH2:13]1. (2) Given the reactants [CH:1]([NH:4][CH3:5])([CH3:3])[CH3:2].[OH-].[K+].[N+:8]([C:11]1[CH:16]=[CH:15][CH:14]=[CH:13][C:12]=1[S:17](Cl)(=[O:19])=[O:18])([O-:10])=[O:9], predict the reaction product. The product is: [CH:1]([N:4]([CH3:5])[S:17]([C:12]1[CH:13]=[CH:14][CH:15]=[CH:16][C:11]=1[N+:8]([O-:10])=[O:9])(=[O:18])=[O:19])([CH3:3])[CH3:2]. (3) Given the reactants [CH2:1]([O:8][C:9]([N:11]1[CH2:16][CH2:15][CH:14]([N:17]2[CH2:22][CH2:21][N:20]([C:23]3[CH:28]=[CH:27][C:26]([N:29]4[CH2:33][C@H:32]([CH2:34]O)[O:31][C:30]4=[O:36])=[CH:25][C:24]=3[F:37])[CH2:19][CH2:18]2)[CH2:13][CH2:12]1)=[O:10])[C:2]1[CH:7]=[CH:6][CH:5]=[CH:4][CH:3]=1.C(N(CC)CC)C.CS(Cl)(=O)=O.[N-:50]=[N+:51]=[N-:52].[Na+], predict the reaction product. The product is: [CH2:1]([O:8][C:9]([N:11]1[CH2:16][CH2:15][CH:14]([N:17]2[CH2:22][CH2:21][N:20]([C:23]3[CH:28]=[CH:27][C:26]([N:29]4[CH2:33][C@H:32]([CH2:34][N:50]=[N+:51]=[N-:52])[O:31][C:30]4=[O:36])=[CH:25][C:24]=3[F:37])[CH2:19][CH2:18]2)[CH2:13][CH2:12]1)=[O:10])[C:2]1[CH:7]=[CH:6][CH:5]=[CH:4][CH:3]=1. (4) The product is: [Cl:15][C:16]1[CH:17]=[CH:18][C:19]([OH:24])=[C:20]([C:21]2[NH:1][N:2]=[C:3]([C:5]3[CH:10]=[CH:9][C:8]([C:11]([F:12])([F:13])[F:14])=[CH:7][N:6]=3)[N:4]=2)[CH:23]=1. Given the reactants [NH2:1][NH:2][C:3]([C:5]1[CH:10]=[CH:9][C:8]([C:11]([F:14])([F:13])[F:12])=[CH:7][N:6]=1)=[NH:4].[Cl:15][C:16]1[CH:17]=[CH:18][C:19]([OH:24])=[C:20]([CH:23]=1)[CH:21]=O, predict the reaction product. (5) Given the reactants C[O:2][C:3](=[O:19])[CH:4]([C:11]1[CH:16]=[CH:15][C:14]([C:17]#[N:18])=[CH:13][CH:12]=1)[CH2:5][CH:6]1[CH2:10][CH2:9][CH2:8][CH2:7]1.[OH-].[Li+].Cl, predict the reaction product. The product is: [C:17]([C:14]1[CH:13]=[CH:12][C:11]([CH:4]([CH2:5][CH:6]2[CH2:10][CH2:9][CH2:8][CH2:7]2)[C:3]([OH:19])=[O:2])=[CH:16][CH:15]=1)#[N:18].